This data is from Forward reaction prediction with 1.9M reactions from USPTO patents (1976-2016). The task is: Predict the product of the given reaction. (1) Given the reactants C1(OC)C=CC=CC=1.C(O)(C(F)(F)F)=O.ClC(Cl)C.[Cl:20][C:21]1[C:26]([NH:27][C:28]2[N:33]=[C:32]([N:34]([CH:44]3[CH2:46][CH2:45]3)CC3C=CC(OC)=CC=3)[C:31]3=[N:47][CH:48]=[C:49]([C:50]#[N:51])[N:30]3[N:29]=2)=[CH:25][C:24]([C:52]#[N:53])=[CH:23][C:22]=1[N:54]1[CH2:59][CH2:58][CH:57]2[N:60]([C:63]([O:65][CH3:66])=[O:64])[CH2:61][CH2:62][CH:56]2[CH2:55]1, predict the reaction product. The product is: [Cl:20][C:21]1[C:26]([NH:27][C:28]2[N:33]=[C:32]([NH:34][CH:44]3[CH2:45][CH2:46]3)[C:31]3=[N:47][CH:48]=[C:49]([C:50]#[N:51])[N:30]3[N:29]=2)=[CH:25][C:24]([C:52]#[N:53])=[CH:23][C:22]=1[N:54]1[CH2:59][CH2:58][CH:57]2[N:60]([C:63]([O:65][CH3:66])=[O:64])[CH2:61][CH2:62][CH:56]2[CH2:55]1. (2) Given the reactants [NH2:1][C:2]1[N:3]([C:14]([O:16][C:17]([CH3:20])([CH3:19])[CH3:18])=[O:15])[CH:4]=[C:5]([CH2:7][CH2:8][CH2:9][CH2:10][CH2:11][C:12]#[CH:13])[N:6]=1.[N:21]([CH2:24][CH2:25][NH:26][C:27]([C:29]1[N:30]([CH3:36])[C:31]([Br:35])=[C:32]([Br:34])[CH:33]=1)=[O:28])=[N+:22]=[N-:23], predict the reaction product. The product is: [NH2:1][C:2]1[N:3]([C:14]([O:16][C:17]([CH3:20])([CH3:19])[CH3:18])=[O:15])[CH:4]=[C:5]([CH2:7][CH2:8][CH2:9][CH2:10][CH2:11][C:12]2[N:23]=[N:22][N:21]([CH2:24][CH2:25][NH:26][C:27]([C:29]3[N:30]([CH3:36])[C:31]([Br:35])=[C:32]([Br:34])[CH:33]=3)=[O:28])[CH:13]=2)[N:6]=1. (3) Given the reactants [CH:1]1([N:6]2[C:15]3[N:14]=[C:13]([C:16]4[CH:21]=[CH:20][N:19]=[C:18](F)[CH:17]=4)[N:12]=[CH:11][C:10]=3[N:9]3[CH:23]=[N:24][N:25]=[C:8]3[C@H:7]2[CH2:26][CH3:27])[CH2:5][CH2:4][CH2:3][CH2:2]1.[CH3:28][OH:29], predict the reaction product. The product is: [CH:1]1([N:6]2[C:15]3[N:14]=[C:13]([C:16]4[CH:21]=[CH:20][N:19]=[C:18]([O:29][CH3:28])[CH:17]=4)[N:12]=[CH:11][C:10]=3[N:9]3[CH:23]=[N:24][N:25]=[C:8]3[C@H:7]2[CH2:26][CH3:27])[CH2:5][CH2:4][CH2:3][CH2:2]1. (4) The product is: [CH2:5]([S:7][C:8]1[CH:9]=[C:10]([OH:14])[CH:11]=[CH:12][CH:13]=1)[CH3:6]. Given the reactants B(Br)(Br)Br.[CH2:5]([S:7][C:8]1[CH:13]=[CH:12][CH:11]=[C:10]([O:14]C)[CH:9]=1)[CH3:6].N(CCO)CCO, predict the reaction product. (5) Given the reactants [CH:1]1([CH2:6][N:7]2[C:11]3=[N:12][CH:13]=[CH:14][CH:15]=[C:10]3[C:9]([C:16]#[N:17])=[N:8]2)[CH2:5][CH2:4][CH2:3][CH2:2]1.C[Si]([N:22]=[N+:23]=[N-:24])(C)C.C([Sn](=O)CCCC)CCC.O, predict the reaction product. The product is: [CH:1]1([CH2:6][N:7]2[C:11]3=[N:12][CH:13]=[CH:14][CH:15]=[C:10]3[C:9]([C:16]3[NH:24][N:23]=[N:22][N:17]=3)=[N:8]2)[CH2:2][CH2:3][CH2:4][CH2:5]1.